This data is from B-cell epitopes from IEDB database with 3,159 antigens for binding position prediction. The task is: Token-level Classification. Given an antigen amino acid sequence, predict which amino acid positions are active epitope sites capable of antibody binding. Output is a list of indices for active positions. (1) Given the antigen sequence: MSLLNKPKSEMTPEELQKREEEEFNTGPLSVLTQSVKNNTQVLINCRNNKKLLGRVKAFDRHCNMVLENVKEMWTEVPKSGKGKKKSKPVNKDRYISKMFLRGDSVIVVLRNPLIAGK, which amino acid positions are active epitope sites? The epitope positions are: [13, 14, 15, 16, 17, 18, 19, 20]. The amino acids at these positions are: EELQKREE. (2) Given the antigen sequence: MKKLSVLAISSFLIVDFLFPGYHHNSNSTKSRNLSELCYNNVDTKLFNELEVRYSTNQDHFYNYNKTIRLLNENNNEKDGNVTNERKKKPTKAVENKLKQPPGDDDGAGNDAGNDAGNAAGNAAGNAAGNDAGNAAGNAAGNAAGNAAGNAAGNAAGNDAGNAAGNAAGNAAGNAAGNAAGNDAGNAAGNAAGNAAGNAAGNAAGNAAGNAAGNAAGNAAGNAAGNDAGNAAGNAAGNAAGNAAGNAAGNAAGNAAGNAAGNAAGNAAGNAAGNAAGNAAGNAAGNAAGNAAGNAAGNAAGNAAGNEKAKNKDNKVDANTNKKDNQEENNDSSNGPSEEHIKNYLESIRNSITEEWSPCSVTCGSGIRARRKVDAKNKKPAELVLSDLETEICSLDKCSSIFNVVSNSLGIVLVLVLILFH, which amino acid positions are active epitope sites? The epitope positions are: [133, 134, 135, 136, 137, 138, 139, 140, 141, 142, 143, 144, 145, 146, 147, 148, 149, 150, 151, 152... (24 total positions)]. The amino acids at these positions are: NAAGNAAGNAAGNAAGNAAGNAAG. (3) Given the antigen sequence: SASVAVAVAVLGAGFANQTTVKADNPSSVPVKKAAELYDKIKELEEGREELLNDLDKVKEEHKKDLDKVKEEHKKDHEKLEKKAEDVERHYLRQLDQDHKEQQERQKNLEELERQSQREVEKRYQEQLQKQQQLETEKQISEASRKSLSRDLEASRAAKKDLEAEHQKLKEEKQISDASRQGLSRDLEASREAKKKVEADLAALTAEHQKLKEEKQISDA, which amino acid positions are active epitope sites? The epitope positions are: [23, 24, 25, 26, 27, 28, 29, 30, 31, 32, 33, 34, 35, 36, 37, 38, 39, 40, 41]. The amino acids at these positions are: DNPSSVPVKKAAELYDKIK. (4) Given the antigen sequence: MPQQLSPINIETKKAISNARLKPLDIHYNESKPTTIQNTGKLVRINFKGGYISGGFLPNEYVLSSLHIYWGKEDDYGSNHLIDVYKYSGEINLVHWNKKKYSSYEEAKKHDDGLIIISIFLQVLDHKNVYFQKIVNQLDSIRSANTSAPFDSVFYLDNLLPSKLDYFTYLGTTINHSADAVWIIFPTPINIHSDQLSKFRTLLSLSNHEGKPHYITENYRNPYKLNDDTEVYYSGEIIRAATTSPARENYFMRWLSDLRETCFSYYQKYIEGNKTFAIIAIVFVFILTAILFFMSRRYSREKQN, which amino acid positions are active epitope sites? The epitope positions are: [92, 93, 94, 95, 96, 97, 98, 99, 100, 101, 102, 103, 104, 105, 106, 107, 108, 109]. The amino acids at these positions are: LVHWNKKKYSSYEEAKKH.